From a dataset of Catalyst prediction with 721,799 reactions and 888 catalyst types from USPTO. Predict which catalyst facilitates the given reaction. (1) Product: [CH2:24]([C:15]1[NH:16][C:17]2[C:22]([C:14]=1[CH:11]1[CH2:12][CH2:13][NH:8][CH2:9][CH2:10]1)=[CH:21][CH:20]=[C:19]([F:23])[CH:18]=2)[CH3:25]. Reactant: C([N:8]1[CH2:13][CH:12]=[C:11]([C:14]2[C:22]3[C:17](=[CH:18][C:19]([F:23])=[CH:20][CH:21]=3)[NH:16][C:15]=2[CH2:24][CH3:25])[CH2:10][CH2:9]1)C1C=CC=CC=1. The catalyst class is: 43. (2) The catalyst class is: 4. Reactant: [NH2:1][C:2]1[N:10]=[C:9]([O:11][CH2:12][CH2:13][O:14][CH3:15])[N:8]=[C:7]2[C:3]=1[N:4]=[C:5]([OH:29])[N:6]2[CH2:16][C:17]1[CH:22]=[CH:21][CH:20]=[C:19]([CH2:23][N:24]2[CH2:28][CH2:27][CH2:26][CH2:25]2)[CH:18]=1.C(N(CC)C(C)C)(C)C.[CH2:39]([O:41][C:42](Cl)=[O:43])[CH3:40]. Product: [C:42](=[O:43])([O:41][CH2:39][CH3:40])[O:29][C:5]1[N:6]([CH2:16][C:17]2[CH:22]=[CH:21][CH:20]=[C:19]([CH2:23][N:24]3[CH2:25][CH2:26][CH2:27][CH2:28]3)[CH:18]=2)[C:7]2[C:3]([N:4]=1)=[C:2]([NH2:1])[N:10]=[C:9]([O:11][CH2:12][CH2:13][O:14][CH3:15])[N:8]=2.